Dataset: Full USPTO retrosynthesis dataset with 1.9M reactions from patents (1976-2016). Task: Predict the reactants needed to synthesize the given product. (1) Given the product [C:5]([O:22][CH:17]([C:16]1[C:11]([C:7]2[CH:6]=[C:5]3[C:10](=[CH:9][CH:8]=2)[O:1][CH2:2][CH2:3][CH2:4]3)=[C:12]2[CH:26]=[CH:25][N:24]([CH2:27][C:28]3[CH:33]=[CH:32][C:31]([F:34])=[C:30]([F:35])[CH:29]=3)[C:13]2=[N:14][C:15]=1[CH3:23])[C:18]([O:20][CH3:21])=[O:19])([CH3:10])([CH3:6])[CH3:4], predict the reactants needed to synthesize it. The reactants are: [O:1]1[C:10]2[C:5](=[CH:6][C:7]([C:11]3[C:16]([CH:17]([OH:22])[C:18]([O:20][CH3:21])=[O:19])=[C:15]([CH3:23])[N:14]=[C:13]4[N:24]([CH2:27][C:28]5[CH:33]=[CH:32][C:31]([F:34])=[C:30]([F:35])[CH:29]=5)[CH:25]=[CH:26][C:12]=34)=[CH:8][CH:9]=2)[CH2:4][CH2:3][CH2:2]1.Cl(O)(=O)(=O)=O. (2) Given the product [CH:14]1([NH:17][C:18]([C:19]2[CH:24]=[C:23]([C:2]3[CH:7]=[CH:6][C:5]([C:8]4[N:12]=[C:11]([CH3:13])[O:10][N:9]=4)=[CH:4][CH:3]=3)[C:22]([CH3:25])=[CH:21][CH:20]=2)=[O:35])[CH2:15][CH2:16]1, predict the reactants needed to synthesize it. The reactants are: Br[C:2]1[CH:7]=[CH:6][C:5]([C:8]2[N:12]=[C:11]([CH3:13])[O:10][N:9]=2)=[CH:4][CH:3]=1.[CH:14]1([NH:17][C:18](=[O:35])[C:19]2[CH:24]=[CH:23][C:22]([CH3:25])=[C:21](B3OC(C)(C)C(C)(C)O3)[CH:20]=2)[CH2:16][CH2:15]1.